This data is from Forward reaction prediction with 1.9M reactions from USPTO patents (1976-2016). The task is: Predict the product of the given reaction. Given the reactants Cl.[CH3:2][S:3]([C:6]1[CH:11]=[CH:10][C:9]([N:12]2[C:16]3=[N:17][CH:18]=[N:19][C:20]([O:21][CH:22]4[CH2:27][CH2:26][NH:25][CH2:24][CH2:23]4)=[C:15]3[CH:14]=[N:13]2)=[CH:8][CH:7]=1)(=[O:5])=[O:4].Cl[C:29]([O:31][CH2:32][C:33]([CH3:36])([CH3:35])[CH3:34])=[O:30].C(N(CC)CC)C, predict the reaction product. The product is: [CH3:34][C:33]([CH3:36])([CH3:35])[CH2:32][O:31][C:29]([N:25]1[CH2:26][CH2:27][CH:22]([O:21][C:20]2[N:19]=[CH:18][N:17]=[C:16]3[N:12]([C:9]4[CH:10]=[CH:11][C:6]([S:3]([CH3:2])(=[O:4])=[O:5])=[CH:7][CH:8]=4)[N:13]=[CH:14][C:15]=23)[CH2:23][CH2:24]1)=[O:30].